This data is from Catalyst prediction with 721,799 reactions and 888 catalyst types from USPTO. The task is: Predict which catalyst facilitates the given reaction. (1) Product: [Br:27][C:24]1[N:23]2[N:28]=[CH:29][N:30]=[C:22]2[C:21]([NH:20][C:17]2[CH:18]=[CH:19][C:14]([N:11]3[CH2:12][CH2:13][NH:8][CH2:9][C:10]3=[O:31])=[CH:15][CH:16]=2)=[N:26][CH:25]=1. Reactant: C(OC([N:8]1[CH2:13][CH2:12][N:11]([C:14]2[CH:19]=[CH:18][C:17]([NH:20][C:21]3[C:22]4[N:23]([N:28]=[CH:29][N:30]=4)[C:24]([Br:27])=[CH:25][N:26]=3)=[CH:16][CH:15]=2)[C:10](=[O:31])[CH2:9]1)=O)(C)(C)C.C(O)(C(F)(F)F)=O. The catalyst class is: 326. (2) Reactant: I[C:2]1[C:7]([O:8][C:9]2[C:18]3[C:13](=[CH:14][C:15]([O:21][CH3:22])=[C:16]([O:19][CH3:20])[CH:17]=3)[N:12]=[CH:11][CH:10]=2)=[CH:6][CH:5]=[C:4]([CH3:23])[N:3]=1.[CH2:24]([C:28]1[CH:33]=[CH:32][C:31](B(O)O)=[CH:30][CH:29]=1)[CH2:25][CH2:26][CH3:27].C(=O)([O-])O.[Na+]. Product: [CH2:24]([C:28]1[CH:33]=[CH:32][C:31]([C:2]2[C:7]([O:8][C:9]3[C:18]4[C:13](=[CH:14][C:15]([O:21][CH3:22])=[C:16]([O:19][CH3:20])[CH:17]=4)[N:12]=[CH:11][CH:10]=3)=[CH:6][CH:5]=[C:4]([CH3:23])[N:3]=2)=[CH:30][CH:29]=1)[CH2:25][CH2:26][CH3:27]. The catalyst class is: 11. (3) Product: [BrH:1].[NH2:17][C:15]1[S:16][C:2]2[CH2:7][CH2:6][CH2:5][CH:4]([C:8]([O:10][CH2:11][CH3:12])=[O:9])[C:3]=2[N:14]=1. The catalyst class is: 8. Reactant: [Br:1][CH:2]1[CH2:7][CH2:6][CH2:5][CH:4]([C:8]([O:10][CH2:11][CH3:12])=[O:9])[C:3]1=O.[NH2:14][C:15]([NH2:17])=[S:16]. (4) Reactant: F[C:2]1[CH:7]=[CH:6][C:5]([N+:8]([O-:10])=[O:9])=[C:4]([O:11][CH3:12])[C:3]=1[F:13].[N:14]1([C:20](=[O:22])[CH3:21])[CH2:19][CH2:18][NH:17][CH2:16][CH2:15]1.C(=O)([O-])[O-].[Cs+].[Cs+]. Product: [F:13][C:3]1[C:4]([O:11][CH3:12])=[C:5]([N+:8]([O-:10])=[O:9])[CH:6]=[CH:7][C:2]=1[N:17]1[CH2:18][CH2:19][N:14]([C:20](=[O:22])[CH3:21])[CH2:15][CH2:16]1. The catalyst class is: 287. (5) Reactant: [CH3:1][C:2]1[CH:15]=[C:14](O)[C:13]2[C:4](=[C:5]3[C:10](=[CH:11][CH:12]=2)[CH:9]=[CH:8][CH:7]=[N:6]3)[N:3]=1.P(Cl)(Cl)([Cl:19])=O.C(Cl)Cl.C([O-])(O)=O.[Na+]. Product: [Cl:19][C:14]1[C:13]2[C:4](=[C:5]3[C:10](=[CH:11][CH:12]=2)[CH:9]=[CH:8][CH:7]=[N:6]3)[N:3]=[C:2]([CH3:1])[CH:15]=1. The catalyst class is: 27. (6) The catalyst class is: 72. Product: [C:3]([O:7][C:8]([NH:10][CH:11]([CH2:16][C:17]1[CH:18]=[N:19][C:20]([C:23]2[CH:28]=[CH:27][CH:26]=[C:25]([F:29])[C:24]=2[F:30])=[CH:21][CH:22]=1)[C:12]([OH:14])=[O:13])=[O:9])([CH3:6])([CH3:4])[CH3:5]. Reactant: [OH-].[Li+].[C:3]([O:7][C:8]([NH:10][CH:11]([CH2:16][C:17]1[CH:18]=[N:19][C:20]([C:23]2[CH:28]=[CH:27][CH:26]=[C:25]([F:29])[C:24]=2[F:30])=[CH:21][CH:22]=1)[C:12]([O:14]C)=[O:13])=[O:9])([CH3:6])([CH3:5])[CH3:4]. (7) Reactant: C([O-])([O-])=O.[K+].[K+].[CH3:7][O:8][C:9](=[O:45])[C:10]([N:12]([C:19]1[CH:24]=[C:23]([Cl:25])[CH:22]=[CH:21][C:20]=1[C:26](=[O:44])[CH2:27][CH2:28][C:29]1[CH:34]=[CH:33][C:32]([S:35](=[O:43])(=[O:42])[NH:36][CH2:37][CH:38]([OH:41])[CH2:39][OH:40])=[CH:31][CH:30]=1)[C:13]1[CH:18]=[CH:17][CH:16]=[CH:15][CH:14]=1)=O.COC(=O)C(N(C1C=C(Cl)C=CC=1C(=O)CCC1C=CC(S(=O)(=O)NCC2COC(C)(C)O2)=CC=1)C1C=CC=CC=1)=O. Product: [CH3:7][O:8][C:9]([C:10]1[N:12]([C:13]2[CH:18]=[CH:17][CH:16]=[CH:15][CH:14]=2)[C:19]2[C:20]([C:26](=[O:44])[C:27]=1[CH2:28][C:29]1[CH:34]=[CH:33][C:32]([S:35](=[O:43])(=[O:42])[NH:36][CH2:37][CH:38]([OH:41])[CH2:39][OH:40])=[CH:31][CH:30]=1)=[CH:21][CH:22]=[C:23]([Cl:25])[CH:24]=2)=[O:45]. The catalyst class is: 5.